Dataset: Forward reaction prediction with 1.9M reactions from USPTO patents (1976-2016). Task: Predict the product of the given reaction. The product is: [CH2:1]([O:8][C:9]([N:11]1[CH2:16][CH2:15][NH:14][C:13](=[O:17])[C@@H:12]1[CH2:18][CH2:19][S:20][CH3:21])=[O:10])[C:2]1[CH:7]=[CH:6][CH:5]=[CH:4][CH:3]=1. Given the reactants [CH2:1]([O:8][C:9]([N:11]1[CH:16]=[CH:15][NH:14][C:13](=[O:17])[C@@H:12]1[CH2:18][CH2:19][S:20][CH3:21])=[O:10])[C:2]1[CH:7]=[CH:6][CH:5]=[CH:4][CH:3]=1.[SiH](CC)(CC)CC.C(C(O)=O)(F)(F)F, predict the reaction product.